Dataset: Forward reaction prediction with 1.9M reactions from USPTO patents (1976-2016). Task: Predict the product of the given reaction. (1) The product is: [C:1]1([N:7]2[CH2:12][CH2:11][N:10]([C:14]([NH:13][C:16](=[O:17])[O:18][CH2:19][CH3:20])=[S:15])[CH2:9][CH2:8]2)[CH:6]=[CH:5][CH:4]=[CH:3][CH:2]=1. Given the reactants [C:1]1([N:7]2[CH2:12][CH2:11][NH:10][CH2:9][CH2:8]2)[CH:6]=[CH:5][CH:4]=[CH:3][CH:2]=1.[N:13]([C:16]([O:18][CH2:19][CH3:20])=[O:17])=[C:14]=[S:15], predict the reaction product. (2) Given the reactants Cl[C:2]1[N:7]=[C:6]([Cl:8])[N:5]=[CH:4][N:3]=1.[CH3:9][C:10]1[CH:11]=[C:12]([CH:14]=[CH:15][C:16]=1[N:17]1[CH2:22][CH2:21][N:20]([CH:23]2[CH2:26][O:25][CH2:24]2)[CH2:19][CH2:18]1)[NH2:13].C(N(CC)C(C)C)(C)C, predict the reaction product. The product is: [Cl:8][C:6]1[N:5]=[CH:4][N:3]=[C:2]([NH:13][C:12]2[CH:14]=[CH:15][C:16]([N:17]3[CH2:22][CH2:21][N:20]([CH:23]4[CH2:26][O:25][CH2:24]4)[CH2:19][CH2:18]3)=[C:10]([CH3:9])[CH:11]=2)[N:7]=1. (3) Given the reactants C(OC([NH:11][C:12]1[C:21]2[N:22]=[C:23]([CH2:48][O:49][CH2:50][CH3:51])[N:24]([CH2:25][C:26]([O:29][C:30](=[O:47])[CH2:31][N:32](CC3C=CC=CC=3)CC3C=CC=CC=3)([CH3:28])[CH3:27])[C:20]=2[C:19]2[CH:18]=[CH:17][C:16]([CH2:52][CH2:53][C:54]([O:56][CH2:57][CH3:58])=[O:55])=[CH:15][C:14]=2[N:13]=1)=O)C1C=CC=CC=1, predict the reaction product. The product is: [NH2:11][C:12]1[C:21]2[N:22]=[C:23]([CH2:48][O:49][CH2:50][CH3:51])[N:24]([CH2:25][C:26]([O:29][C:30](=[O:47])[CH2:31][NH2:32])([CH3:28])[CH3:27])[C:20]=2[C:19]2[CH:18]=[CH:17][C:16]([CH2:52][CH2:53][C:54]([O:56][CH2:57][CH3:58])=[O:55])=[CH:15][C:14]=2[N:13]=1. (4) The product is: [C:1]([C:5]1[CH:14]=[C:13]2[C:8]([C:9]([N:16]3[CH2:20][CH2:19][CH2:18][CH2:17]3)=[N:10][C:11]([NH:24][C:23]3[CH:25]=[CH:26][C:27]([F:29])=[CH:28][C:22]=3[F:21])=[N:12]2)=[CH:7][CH:6]=1)([CH3:4])([CH3:3])[CH3:2]. Given the reactants [C:1]([C:5]1[CH:14]=[C:13]2[C:8]([C:9]([N:16]3[CH2:20][CH2:19][CH2:18][CH2:17]3)=[N:10][C:11](Cl)=[N:12]2)=[CH:7][CH:6]=1)([CH3:4])([CH3:3])[CH3:2].[F:21][C:22]1[CH:28]=[C:27]([F:29])[CH:26]=[CH:25][C:23]=1[NH2:24], predict the reaction product. (5) Given the reactants [CH:1](/[C:9]1[CH:10]=[CH:11][C:12]2[O:13][CH2:14][C:15](=O)[NH:16][C:17]=2[N:18]=1)=[CH:2]\[C:3]1[CH:8]=[CH:7][CH:6]=[CH:5][CH:4]=1.[H-].[H-].[H-].[H-].[Li+].[Al+3].O.[OH-].[Na+], predict the reaction product. The product is: [CH:1](/[C:9]1[CH:10]=[CH:11][C:12]2[O:13][CH2:14][CH2:15][NH:16][C:17]=2[N:18]=1)=[CH:2]\[C:3]1[CH:4]=[CH:5][CH:6]=[CH:7][CH:8]=1. (6) Given the reactants [C:1]([C:4]1[CH:5]=[CH:6][CH:7]=[C:8]2[C:12]=1[NH:11][C:10]([C:13]([O:15]CC)=[O:14])=[CH:9]2)([CH3:3])=[CH2:2].[Li+].[OH-], predict the reaction product. The product is: [C:1]([C:4]1[CH:5]=[CH:6][CH:7]=[C:8]2[C:12]=1[NH:11][C:10]([C:13]([OH:15])=[O:14])=[CH:9]2)([CH3:3])=[CH2:2]. (7) Given the reactants Cl[C:2]1[C:11]2[C:6](=[CH:7][C:8]([S:12]([NH:15][C:16]3[CH:21]=[CH:20][N:19]=[CH:18][N:17]=3)(=[O:14])=[O:13])=[CH:9][CH:10]=2)[CH:5]=[CH:4][N:3]=1.ClC1C2C(=CC(S(N([CH2:43][C:44]3[CH:49]=[CH:48][C:47]([O:50]C)=[CH:46][CH:45]=3)C3C=CN=CN=3)(=O)=O)=CC=2)C=CN=1, predict the reaction product. The product is: [OH:50][C:47]1[CH:46]=[CH:45][C:44]([CH3:43])=[C:49]([C:2]2[C:11]3[C:6](=[CH:7][C:8]([S:12]([NH:15][C:16]4[CH:21]=[CH:20][N:19]=[CH:18][N:17]=4)(=[O:14])=[O:13])=[CH:9][CH:10]=3)[CH:5]=[CH:4][N:3]=2)[CH:48]=1. (8) Given the reactants [NH2:1][C:2]1[CH:3]=[CH:4][C:5]([CH3:26])=[C:6]([C:8]([C:10]2[CH:15]=[CH:14][C:13]([NH:16][C:17]3[CH:22]=[CH:21][C:20]([F:23])=[CH:19][C:18]=3[F:24])=[CH:12][C:11]=2[Cl:25])=[O:9])[CH:7]=1.[CH2:27]([N:30]=[C:31]=[O:32])[CH2:28][CH3:29], predict the reaction product. The product is: [Cl:25][C:11]1[CH:12]=[C:13]([NH:16][C:17]2[CH:22]=[CH:21][C:20]([F:23])=[CH:19][C:18]=2[F:24])[CH:14]=[CH:15][C:10]=1[C:8]([C:6]1[CH:7]=[C:2]([NH:1][C:31]([NH:30][CH2:27][CH2:28][CH3:29])=[O:32])[CH:3]=[CH:4][C:5]=1[CH3:26])=[O:9].